Dataset: Reaction yield outcomes from USPTO patents with 853,638 reactions. Task: Predict the reaction yield, written as a fraction of the theoretical maximum amount of product (1.0 means a 100% yield; for example, 0.34 means a 34% yield). (1) The reactants are [NH2:1][C:2]1[C:3]([Cl:12])=[C:4]([C:8]([Cl:11])=[CH:9][CH:10]=1)[C:5]([OH:7])=[O:6].C(N(CC)CC)C.[CH2:20]([S:23](Cl)(=[O:25])=[O:24])[CH2:21][CH3:22]. The catalyst is ClCCl. The product is [Cl:12][C:3]1[C:2]([NH:1][S:23]([CH2:20][CH2:21][CH3:22])(=[O:25])=[O:24])=[CH:10][CH:9]=[C:8]([Cl:11])[C:4]=1[C:5]([OH:7])=[O:6]. The yield is 0.744. (2) The reactants are CN(C)C=O.[I:6][C:7]1[CH:8]=[N:9][NH:10][CH:11]=1.Cl.[CH3:13][N:14]([CH3:18])[CH2:15][CH2:16]Cl.C(=O)([O-])[O-].[K+].[K+]. The catalyst is O. The product is [I:6][C:7]1[CH:8]=[N:9][N:10]([CH2:16][CH2:15][N:14]([CH3:18])[CH3:13])[CH:11]=1. The yield is 0.320. (3) The reactants are [CH:1]([N:4]1[C:8]([C:9]2[N:18]=[C:17]3[N:11]([CH2:12][CH2:13][O:14][C:15]4[CH:22]=[C:21]([OH:23])[CH:20]=[CH:19][C:16]=43)[CH:10]=2)=[N:7][CH:6]=[N:5]1)([CH3:3])[CH3:2].[C:24]([O:29][C:30]([CH3:33])([CH3:32])[CH3:31])(=[O:28])[C@@H:25]([CH3:27])O.CO. The catalyst is C(Cl)Cl. The product is [C:30]([O:29][C:24](=[O:28])[C@@H:25]([O:23][C:21]1[CH:20]=[CH:19][C:16]2[C:17]3[N:11]([CH2:12][CH2:13][O:14][C:15]=2[CH:22]=1)[CH:10]=[C:9]([C:8]1[N:4]([CH:1]([CH3:3])[CH3:2])[N:5]=[CH:6][N:7]=1)[N:18]=3)[CH3:27])([CH3:33])([CH3:32])[CH3:31]. The yield is 0.620. (4) The product is [CH:29]1([CH2:30][N:25]([C@@H:26]2[CH2:18][CH2:19][CH2:14][CH2:15][C@H:27]2[OH:28])[C:10]([C@H:8]2[C@H:7]([C:1]3[CH:2]=[CH:3][CH:4]=[CH:5][CH:6]=3)[O:9]2)=[O:12])[CH2:32][CH2:31]1. The yield is 0.660. The catalyst is C1COCC1. The reactants are [C:1]1([C@@H:7]2[O:9][C@H:8]2[C:10]([O-:12])=O)[CH:6]=[CH:5][CH:4]=[CH:3][CH:2]=1.[K+].[CH:14]1[CH:15]=CC2N(O)N=N[C:18]=2[CH:19]=1.C[N:25]1[CH2:30][CH2:29][O:28][CH2:27][CH2:26]1.[CH3:31][CH2:32]N=C=NCCCN(C)C.Cl. (5) The reactants are [CH3:1][O:2][C:3]1[C:4](=[O:15])[N:5]([CH3:14])[CH:6]=[CH:7][C:8]=1[C:9]([O:11]CC)=[O:10].Cl. The catalyst is C1COCC1.[Li+].[OH-]. The product is [CH3:1][O:2][C:3]1[C:4](=[O:15])[N:5]([CH3:14])[CH:6]=[CH:7][C:8]=1[C:9]([OH:11])=[O:10]. The yield is 1.00. (6) The reactants are Cl[C:2]1[C:11]2[N:10]=[CH:9][CH:8]=[CH:7][C:6]=2[C:5]2[CH:12]=[CH:13][C:14]([Cl:16])=[CH:15][C:4]=2[N:3]=1.[CH3:17][N:18]1[CH2:23][CH2:22][NH:21][CH2:20][CH2:19]1.C([O-])(O)=O.[Na+]. The catalyst is C1COCC1. The product is [Cl:16][C:14]1[CH:13]=[CH:12][C:5]2[C:6]3[CH:7]=[CH:8][CH:9]=[N:10][C:11]=3[C:2]([N:21]3[CH2:22][CH2:23][N:18]([CH3:17])[CH2:19][CH2:20]3)=[N:3][C:4]=2[CH:15]=1. The yield is 0.860.